Predict which catalyst facilitates the given reaction. From a dataset of Catalyst prediction with 721,799 reactions and 888 catalyst types from USPTO. (1) Reactant: [Br:1][C:2]1[CH:7]=[CH:6][C:5]([OH:8])=[CH:4][C:3]=1[CH3:9].[C:10]12(O)[CH2:19][CH:14]3[CH2:15][CH:16]([CH2:18][CH:12]([CH2:13]3)[CH2:11]1)[CH2:17]2.CS(O)(=O)=O. Product: [C:10]12([C:6]3[CH:7]=[C:2]([Br:1])[C:3]([CH3:9])=[CH:4][C:5]=3[OH:8])[CH2:19][CH:14]3[CH2:15][CH:16]([CH2:18][CH:12]([CH2:13]3)[CH2:11]1)[CH2:17]2. The catalyst class is: 366. (2) Reactant: Br[C:2]1[C:3]([NH:14][C:15]2[C:24]3[C:19](=[CH:20][C:21]([F:26])=[CH:22][C:23]=3[F:25])[N:18]=[C:17]([C:27]3[CH:32]=[CH:31][CH:30]=[CH:29][N:28]=3)[C:16]=2[CH3:33])=[CH:4][C:5]([N:8]2[CH2:13][CH2:12][O:11][CH2:10][CH2:9]2)=[N:6][CH:7]=1.[NH2:34][C:35]1[CH:36]=[N:37][CH:38]=[C:39](B(O)O)[CH:40]=1.C1(P(C2CCCCC2)C2CCCCC2)CCCCC1.[O-]P([O-])([O-])=O.[K+].[K+].[K+]. Product: [F:25][C:23]1[CH:22]=[C:21]([F:26])[CH:20]=[C:19]2[C:24]=1[C:15]([NH:14][C:3]1[CH:4]=[C:5]([N:8]3[CH2:13][CH2:12][O:11][CH2:10][CH2:9]3)[N:6]=[CH:7][C:2]=1[C:39]1[CH:38]=[N:37][CH:36]=[C:35]([NH2:34])[CH:40]=1)=[C:16]([CH3:33])[C:17]([C:27]1[CH:32]=[CH:31][CH:30]=[CH:29][N:28]=1)=[N:18]2. The catalyst class is: 552. (3) Reactant: [ClH:1].Cl.[NH2:3][C@@H:4]1[CH2:6][C@H:5]1[C:7]1[S:11][CH:10]=[C:9]([C:12]([NH:14][CH:15]2[CH2:20][CH2:19][O:18][CH2:17][CH2:16]2)=[O:13])[CH:8]=1.C(N(CC)CC)C.[CH:28]1([CH:31]=O)[CH2:30][CH2:29]1.[BH4-].[Na+]. Product: [ClH:1].[CH:28]1([CH2:31][NH:3][C@@H:4]2[CH2:6][C@H:5]2[C:7]2[S:11][CH:10]=[C:9]([C:12]([NH:14][CH:15]3[CH2:16][CH2:17][O:18][CH2:19][CH2:20]3)=[O:13])[CH:8]=2)[CH2:30][CH2:29]1. The catalyst class is: 799. (4) Reactant: [Cl:1][C:2]1[N:7]=[C:6]2[C:8]([I:11])=[CH:9][NH:10][C:5]2=[CH:4][CH:3]=1.[C:12]([O:16][C:17](O[C:17]([O:16][C:12]([CH3:15])([CH3:14])[CH3:13])=[O:18])=[O:18])([CH3:15])([CH3:14])[CH3:13]. Product: [Cl:1][C:2]1[N:7]=[C:6]2[C:8]([I:11])=[CH:9][N:10]([C:17]([O:16][C:12]([CH3:15])([CH3:14])[CH3:13])=[O:18])[C:5]2=[CH:4][CH:3]=1. The catalyst class is: 143. (5) Reactant: [Br:1][C:2]1[CH:3]=[CH:4][C:5]([Cl:16])=[C:6]([CH:15]=1)[CH2:7][C:8]1[CH:13]=[CH:12][C:11]([OH:14])=[CH:10][CH:9]=1.C([O-])([O-])=O.[Cs+].[Cs+].[CH2:23](Br)[CH:24]=[CH2:25]. Product: [CH2:25]([O:14][C:11]1[CH:12]=[CH:13][C:8]([CH2:7][C:6]2[CH:15]=[C:2]([Br:1])[CH:3]=[CH:4][C:5]=2[Cl:16])=[CH:9][CH:10]=1)[CH:24]=[CH2:23]. The catalyst class is: 39. (6) Reactant: [Br:1][C:2]1[CH:3]=[C:4]2[C:9](=[CH:10][CH:11]=1)[N:8]=[CH:7][C:6]([N+:12]([O-])=O)=[C:5]2[NH:15][C:16]1[CH:21]=[CH:20][C:19]([C:22]([CH3:26])([CH3:25])[C:23]#[N:24])=[CH:18][CH:17]=1. Product: [NH2:12][C:6]1[CH:7]=[N:8][C:9]2[C:4]([C:5]=1[NH:15][C:16]1[CH:17]=[CH:18][C:19]([C:22]([CH3:25])([CH3:26])[C:23]#[N:24])=[CH:20][CH:21]=1)=[CH:3][C:2]([Br:1])=[CH:11][CH:10]=2. The catalyst class is: 94. (7) Reactant: [CH2:1]([O:8][C:9]([N:11]1[CH2:16][CH2:15][CH2:14][C:13](=O)[CH2:12]1)=[O:10])[C:2]1[CH:7]=[CH:6][CH:5]=[CH:4][CH:3]=1.[NH:18]([C:20]([O:22][C:23]([CH3:26])([CH3:25])[CH3:24])=[O:21])[NH2:19]. Product: [CH2:1]([O:8][C:9]([N:11]1[CH2:16][CH2:15][CH2:14][C:13](=[N:19][NH:18][C:20]([O:22][C:23]([CH3:26])([CH3:25])[CH3:24])=[O:21])[CH2:12]1)=[O:10])[C:2]1[CH:7]=[CH:6][CH:5]=[CH:4][CH:3]=1. The catalyst class is: 7.